From a dataset of Caco-2 cell permeability data measuring drug intestinal absorption for ~900 compounds. Regression/Classification. Given a drug SMILES string, predict its absorption, distribution, metabolism, or excretion properties. Task type varies by dataset: regression for continuous measurements (e.g., permeability, clearance, half-life) or binary classification for categorical outcomes (e.g., BBB penetration, CYP inhibition). For this dataset (caco2_wang), we predict Y. (1) The drug is Cc1ccccc1N1C(=O)c2cc(S(N)(=O)=O)c(Cl)cc2NC1C. The Y is -5.21 log Papp (cm/s). (2) The drug is C[C@@H]1NC(=O)[C@@H](C)NC(=O)[C@H](C)NC(=O)[C@@H](C)NC(=O)[C@@H](C)N(C)C(=O)[C@H](C)NC1=O. The Y is -5.82 log Papp (cm/s). (3) The compound is CN(C)CCOC(c1ccccc1)c1ccccc1. The Y is -4.27 log Papp (cm/s). (4) The drug is Cc1c(O)c(=O)ccn1C. The Y is -4.89 log Papp (cm/s).